From a dataset of Reaction yield outcomes from USPTO patents with 853,638 reactions. Predict the reaction yield, written as a fraction of the theoretical maximum amount of product (1.0 means a 100% yield; for example, 0.34 means a 34% yield). (1) The reactants are [OH:1][NH:2]C(=O)C.CC(C)([O-])C.[K+].Cl[C:13]1[C:14](COC2C=CC(Cl)=C(Cl)C=2)=[CH:15][C:16](F)=[C:17]([CH:20]=1)[C:18]#[N:19]. The catalyst is CN(C=O)C. The product is [O:1]1[C:16]2[CH:15]=[CH:14][CH:13]=[CH:20][C:17]=2[C:18]([NH2:19])=[N:2]1. The yield is 0.810. (2) The reactants are [O:1]1[CH2:5][CH2:4][CH2:3][CH:2]1[C:6]([OH:8])=O.Cl.CN(C)CCCN=C=NCC.C1C=CC2N(O)N=NC=2C=1.Cl.Cl.[C:33]([C:37]1[CH:42]=[CH:41][CH:40]=[CH:39][C:38]=1[N:43]1[CH2:48][CH2:47][NH:46][CH2:45][CH2:44]1)([CH3:36])([CH3:35])[CH3:34].C(N(CC)CC)C.C(=O)([O-])O.[Na+]. The catalyst is CN(C=O)C. The product is [C:33]([C:37]1[CH:42]=[CH:41][CH:40]=[CH:39][C:38]=1[N:43]1[CH2:48][CH2:47][N:46]([C:6]([CH:2]2[CH2:3][CH2:4][CH2:5][O:1]2)=[O:8])[CH2:45][CH2:44]1)([CH3:36])([CH3:34])[CH3:35]. The yield is 0.590. (3) The reactants are [Cl:1][C:2]1[CH:7]=[CH:6][C:5]([C:8]2[C:12]([CH2:13][O:14][C:15]3[CH:23]=[CH:22][C:18]([C:19]([OH:21])=O)=[CH:17][N:16]=3)=[C:11]([CH3:24])[O:10][N:9]=2)=[CH:4][CH:3]=1.[NH2:25][C@@H:26]([CH2:28][OH:29])[CH3:27]. No catalyst specified. The product is [Cl:1][C:2]1[CH:3]=[CH:4][C:5]([C:8]2[C:12]([CH2:13][O:14][C:15]3[CH:23]=[CH:22][C:18]([C:19]([NH:25][C@H:26]([CH3:27])[CH2:28][OH:29])=[O:21])=[CH:17][N:16]=3)=[C:11]([CH3:24])[O:10][N:9]=2)=[CH:6][CH:7]=1. The yield is 0.940. (4) The reactants are [Cl:1][C:2]1[C:8](I)=[CH:7][C:5]([NH2:6])=[C:4]([O:10][CH3:11])[CH:3]=1.[CH:12]1(B(O)O)[CH2:14][CH2:13]1.C1(P(C2CCCCC2)C2CCCCC2)CCCCC1. The catalyst is C1(C)C=CC=CC=1.O.CC([O-])=O.CC([O-])=O.[Pd+2]. The product is [Cl:1][C:2]1[C:8]([CH:12]2[CH2:14][CH2:13]2)=[CH:7][C:5]([NH2:6])=[C:4]([O:10][CH3:11])[CH:3]=1. The yield is 0.885. (5) The reactants are [CH2:1]([C:3]1[O:7][C:6]([C:8]2[CH:15]=[CH:14][C:11]([CH:12]=[O:13])=[CH:10][CH:9]=2)=[N:5][N:4]=1)[CH3:2].[CH:16]([Cl:19])([Cl:18])[Cl:17].[OH-].[K+]. The catalyst is CN(C=O)C.CO. The product is [Cl:17][C:16]([Cl:19])([Cl:18])[CH:12]([C:11]1[CH:14]=[CH:15][C:8]([C:6]2[O:7][C:3]([CH2:1][CH3:2])=[N:4][N:5]=2)=[CH:9][CH:10]=1)[OH:13]. The yield is 0.800. (6) The reactants are [F:1][C:2]1[CH:3]=[C:4]([CH:7]=[C:8]([F:11])[C:9]=1F)[CH:5]=[O:6].[N:12]1([C:18]([O:20][C:21]([CH3:24])([CH3:23])[CH3:22])=[O:19])[CH2:17][CH2:16][NH:15][CH2:14][CH2:13]1.C([O-])([O-])=O.[K+].[K+]. The catalyst is CS(C)=O. The product is [F:11][C:8]1[CH:7]=[C:4]([CH:5]=[O:6])[CH:3]=[C:2]([F:1])[C:9]=1[N:15]1[CH2:14][CH2:13][N:12]([C:18]([O:20][C:21]([CH3:24])([CH3:23])[CH3:22])=[O:19])[CH2:17][CH2:16]1. The yield is 0.370. (7) The reactants are [C:1]([O:5][C:6]([N:8]([CH3:56])[C@@H:9]([CH3:55])[C:10]([NH:12][C@@H:13]([C:51]([CH3:54])([CH3:53])[CH3:52])[C:14]([N:16]1[C@H:25]([C:26](=[O:38])[NH:27][C@H:28]2[C:37]3[C:32](=[CH:33][CH:34]=[CH:35][CH:36]=3)[CH2:31][CH2:30][CH2:29]2)[CH2:24][C:23]2[C:18](=[CH:19][C:20]([O:39][CH2:40][C:41]3[CH:50]=[CH:49][C:44]([C:45]([O:47]C)=[O:46])=[CH:43][CH:42]=3)=[CH:21][CH:22]=2)[CH2:17]1)=[O:15])=[O:11])=[O:7])([CH3:4])([CH3:3])[CH3:2].[OH-].[Na+].Cl. The catalyst is C1COCC1.CO.O. The product is [C:1]([O:5][C:6]([N:8]([CH3:56])[C@@H:9]([CH3:55])[C:10]([NH:12][C@@H:13]([C:51]([CH3:54])([CH3:53])[CH3:52])[C:14]([N:16]1[C@H:25]([C:26](=[O:38])[NH:27][C@H:28]2[C:37]3[C:32](=[CH:33][CH:34]=[CH:35][CH:36]=3)[CH2:31][CH2:30][CH2:29]2)[CH2:24][C:23]2[C:18](=[CH:19][C:20]([O:39][CH2:40][C:41]3[CH:42]=[CH:43][C:44]([C:45]([OH:47])=[O:46])=[CH:49][CH:50]=3)=[CH:21][CH:22]=2)[CH2:17]1)=[O:15])=[O:11])=[O:7])([CH3:4])([CH3:3])[CH3:2]. The yield is 0.920. (8) The reactants are [Br:1][C:2]1[CH:3]=[C:4]2[C:9](=[C:10]([Br:12])[CH:11]=1)[NH:8][CH:7]([C:13]([F:16])([F:15])[F:14])[C:6]([C:17]([O:19]CC)=[O:18])=[CH:5]2.[OH-].[Li+].Cl.C(OCC)C. The catalyst is CO.O1CCCC1.O. The product is [Br:1][C:2]1[CH:3]=[C:4]2[C:9](=[C:10]([Br:12])[CH:11]=1)[NH:8][CH:7]([C:13]([F:15])([F:16])[F:14])[C:6]([C:17]([OH:19])=[O:18])=[CH:5]2. The yield is 0.890. (9) The reactants are [Br:1][C:2]1[C:11]([CH2:12][CH2:13][CH3:14])=[CH:10][C:9]2[C:4](=[CH:5][C:6]([F:17])=[C:7]([O:15][CH3:16])[CH:8]=2)[C:3]=1[OH:18].[CH3:19][O:20][CH2:21]Cl.C(N(C(C)C)CC)(C)C. The catalyst is C1COCC1. The product is [Br:1][C:2]1[C:11]([CH2:12][CH2:13][CH3:14])=[CH:10][C:9]2[C:4](=[CH:5][C:6]([F:17])=[C:7]([O:15][CH3:16])[CH:8]=2)[C:3]=1[O:18][CH2:19][O:20][CH3:21]. The yield is 0.830.